From a dataset of Full USPTO retrosynthesis dataset with 1.9M reactions from patents (1976-2016). Predict the reactants needed to synthesize the given product. (1) Given the product [F:23][C:17]1[C:18]([F:22])=[CH:19][CH:20]=[CH:21][C:16]=1[C:14]1[N:15]=[C:10]2[CH:9]=[N:8][N:7]([CH2:6][C:5]3[CH:24]=[CH:25][C:2]([C:36]4[CH:37]=[CH:38][C:33]([O:32][CH2:29][CH2:30][CH3:31])=[CH:34][CH:35]=4)=[C:3]([N+:26]([O-:28])=[O:27])[CH:4]=3)[CH:12]=[C:11]2[N:13]=1, predict the reactants needed to synthesize it. The reactants are: Br[C:2]1[CH:25]=[CH:24][C:5]([CH2:6][N:7]2[CH:12]=[C:11]3[N:13]=[C:14]([C:16]4[CH:21]=[CH:20][CH:19]=[C:18]([F:22])[C:17]=4[F:23])[N:15]=[C:10]3[CH:9]=[N:8]2)=[CH:4][C:3]=1[N+:26]([O-:28])=[O:27].[CH2:29]([O:32][C:33]1[CH:38]=[CH:37][C:36](B(O)O)=[CH:35][CH:34]=1)[CH2:30][CH3:31]. (2) Given the product [F:37][C:18]([F:17])([F:36])[C:19]1[CH:20]=[C:21]([C:29]2[O:33][N:32]=[C:31]([CH2:34][N:3]3[C:4]4[C:9](=[C:8]([C:11]([F:12])([F:14])[F:13])[C:7]([C:15]#[N:16])=[CH:6][CH:5]=4)[CH:10]=[C:2]3[CH3:1])[N:30]=2)[CH:22]=[C:23]([C:25]([F:27])([F:26])[F:28])[CH:24]=1, predict the reactants needed to synthesize it. The reactants are: [CH3:1][C:2]1[NH:3][C:4]2[C:9]([CH:10]=1)=[C:8]([C:11]([F:14])([F:13])[F:12])[C:7]([C:15]#[N:16])=[CH:6][CH:5]=2.[F:17][C:18]([F:37])([F:36])[C:19]1[CH:20]=[C:21]([C:29]2[O:33][N:32]=[C:31]([CH2:34]Cl)[N:30]=2)[CH:22]=[C:23]([C:25]([F:28])([F:27])[F:26])[CH:24]=1.